This data is from Peptide-MHC class II binding affinity with 134,281 pairs from IEDB. The task is: Regression. Given a peptide amino acid sequence and an MHC pseudo amino acid sequence, predict their binding affinity value. This is MHC class II binding data. (1) The peptide sequence is EKKYFAATQFVPLAA. The MHC is HLA-DQA10101-DQB10501 with pseudo-sequence HLA-DQA10101-DQB10501. The binding affinity (normalized) is 0.382. (2) The peptide sequence is RKGVLFNIQYVNYWF. The MHC is DRB1_1101 with pseudo-sequence DRB1_1101. The binding affinity (normalized) is 0.229. (3) The peptide sequence is GMNPSHCNEMSWIQS. The MHC is DRB1_1501 with pseudo-sequence DRB1_1501. The binding affinity (normalized) is 0.113. (4) The peptide sequence is ECGGILQAYDLRDAP. The MHC is HLA-DQA10102-DQB10602 with pseudo-sequence HLA-DQA10102-DQB10602. The binding affinity (normalized) is 0.395.